The task is: Predict hERG channel inhibition at various concentrations.. This data is from hERG Central: cardiac toxicity at 1µM, 10µM, and general inhibition. (1) The drug is CCN1C(c2ccc(F)cc2)=CS/C1=C(\C#N)c1nnc2n1-c1ccccc1SC2. Results: hERG_inhib (hERG inhibition (general)): blocker. (2) The drug is CN(/N=C/c1ccc(C(C)(C)C)cc1)C1=NCCN1. Results: hERG_inhib (hERG inhibition (general)): blocker. (3) The compound is CCCCN(C)C(=S)Nc1ccc2nc(N3CCN(CC)CC3)cc(C)c2c1. Results: hERG_inhib (hERG inhibition (general)): blocker. (4) The drug is CCOc1ccc(NC(=O)NCC2CCN(Cc3ccc(F)cc3)CC2)cc1. Results: hERG_inhib (hERG inhibition (general)): blocker. (5) The compound is COc1ccc(-n2cc(CNCC3CCOCC3)c(-c3cccc(F)c3)n2)cc1. Results: hERG_inhib (hERG inhibition (general)): blocker.